From a dataset of Full USPTO retrosynthesis dataset with 1.9M reactions from patents (1976-2016). Predict the reactants needed to synthesize the given product. Given the product [Cl:18][C:19]1[CH:20]=[C:21]([C:22]2[N:24]=[C:15]([C@@H:12]3[CH2:11][CH2:10][C@H:9]([NH:8][C:6](=[O:7])[O:5][C:1]([CH3:2])([CH3:3])[CH3:4])[CH2:14][CH2:13]3)[O:17][N:23]=2)[CH:26]=[CH:27][C:28]=1[Cl:29], predict the reactants needed to synthesize it. The reactants are: [C:1]([O:5][C:6]([NH:8][C@@H:9]1[CH2:14][CH2:13][C@H:12]([C:15]([OH:17])=O)[CH2:11][CH2:10]1)=[O:7])([CH3:4])([CH3:3])[CH3:2].[Cl:18][C:19]1[CH:20]=[C:21]([CH:26]=[CH:27][C:28]=1[Cl:29])/[C:22](=[N:24]/O)/[NH2:23].CC(C)N=C=NC(C)C.